The task is: Predict the reaction yield, written as a fraction of the theoretical maximum amount of product (1.0 means a 100% yield; for example, 0.34 means a 34% yield).. This data is from Reaction yield outcomes from USPTO patents with 853,638 reactions. (1) The reactants are C1(P(N=[N+]=[N-])(C2C=CC=CC=2)=[O:8])C=CC=CC=1.[F:18][C:19]1[C:27]([O:28][CH3:29])=[CH:26][CH:25]=[CH:24][C:20]=1C(O)=O.C([N:32]([CH2:35]C)CC)C.[F:37][C:38]1[CH:45]=[CH:44][CH:43]=[C:42]([F:46])[C:39]=1[CH2:40][NH2:41]. The catalyst is C1(C)C=CC=CC=1.BrC1C=CC=CC=1.ClCCl. The product is [F:18][C:19]1[C:27]([O:28][CH3:29])=[CH:26][CH:25]=[CH:24][C:20]=1[NH:32][C:35]([NH:41][CH2:40][C:39]1[C:38]([F:37])=[CH:45][CH:44]=[CH:43][C:42]=1[F:46])=[O:8]. The yield is 0.761. (2) The reactants are [C:1]([C:5]1[CH:10]=[CH:9][C:8]([S:11]([CH:14]2[CH2:19][CH2:18][NH:17][CH2:16][CH2:15]2)(=[O:13])=[O:12])=[CH:7][CH:6]=1)([CH3:4])([CH3:3])[CH3:2].Cl[C:21]1[C:26]([F:27])=[CH:25][CH:24]=[CH:23][N:22]=1.CCN(C(C)C)C(C)C. The catalyst is O1CCOCC1. The product is [C:1]([C:5]1[CH:6]=[CH:7][C:8]([S:11]([CH:14]2[CH2:15][CH2:16][N:17]([C:21]3[C:26]([F:27])=[CH:25][CH:24]=[CH:23][N:22]=3)[CH2:18][CH2:19]2)(=[O:13])=[O:12])=[CH:9][CH:10]=1)([CH3:4])([CH3:2])[CH3:3]. The yield is 0.100. (3) The reactants are C[O:2][C:3]([C:5]1[N:6]=[C:7]2[C:12]([C:13]([F:16])([F:15])[F:14])=[CH:11][C:10](Br)=[CH:9][N:8]2[C:18]=1[Cl:19])=[O:4].[O:20]1[CH:24]=[CH:23][C:22](B(O)O)=[CH:21]1.C(Cl)Cl.[O-]P([O-])([O-])=O.[K+].[K+].[K+]. The catalyst is C(#N)C.CCOCC.C1C=CC(P(C2C=CC=CC=2)[C-]2C=CC=C2)=CC=1.C1C=CC(P(C2C=CC=CC=2)[C-]2C=CC=C2)=CC=1.Cl[Pd]Cl.[Fe+2]. The product is [Cl:19][C:18]1[N:8]2[CH:9]=[C:10]([C:22]3[CH:23]=[CH:24][O:20][CH:21]=3)[CH:11]=[C:12]([C:13]([F:16])([F:15])[F:14])[C:7]2=[N:6][C:5]=1[C:3]([OH:2])=[O:4]. The yield is 0.820. (4) The reactants are Br.[NH:2]1[CH2:7][CH2:6][CH:5]([CH2:8][N:9]2[C:17]3[C:12](=[CH:13][CH:14]=[CH:15][CH:16]=3)[C:11]3([C:21]4=[CH:22][C:23]5[O:27][CH2:26][O:25][C:24]=5[CH:28]=[C:20]4[O:19][CH2:18]3)[C:10]2=[O:29])[CH2:4][CH2:3]1.Br[C:31]1[CH:36]=[CH:35][CH:34]=[CH:33][N:32]=1.C1CCN2C(=NCCC2)CC1.O. The catalyst is [I-].C([N+](CCCC)(CCCC)CCCC)CCC.CN(C=O)C. The product is [N:32]1[CH:33]=[CH:34][CH:35]=[CH:36][C:31]=1[N:2]1[CH2:7][CH2:6][CH:5]([CH2:8][N:9]2[C:17]3[C:12](=[CH:13][CH:14]=[CH:15][CH:16]=3)[C:11]3([C:21]4=[CH:22][C:23]5[O:27][CH2:26][O:25][C:24]=5[CH:28]=[C:20]4[O:19][CH2:18]3)[C:10]2=[O:29])[CH2:4][CH2:3]1. The yield is 0.270. (5) The reactants are [F:1][C:2]1[CH:3]=[C:4]([C:8]([OH:10])=O)[CH:5]=[N:6][CH:7]=1.ClC1N=C(OC)N=C(OC)N=1.CN1CCOCC1.[F:29][C:30]1([F:47])[O:34][C:33]2[CH:35]=[C:36]([CH3:46])[C:37]([C:39]3[CH:45]=[CH:44][C:42]([NH2:43])=[CH:41][CH:40]=3)=[CH:38][C:32]=2[O:31]1.C([O-])(O)=O.[Na+].CC(=O)OCC. The catalyst is C(Cl)Cl. The product is [F:47][C:30]1([F:29])[O:34][C:33]2[CH:35]=[C:36]([CH3:46])[C:37]([C:39]3[CH:40]=[CH:41][C:42]([NH:43][C:8]([C:4]4[CH:5]=[N:6][CH:7]=[C:2]([F:1])[CH:3]=4)=[O:10])=[CH:44][CH:45]=3)=[CH:38][C:32]=2[O:31]1. The yield is 0.536. (6) The reactants are [CH3:1][CH2:2][CH2:3][CH:4]([NH:8][C:9](=[O:18])[C:10]1[CH:15]=[CH:14][C:13]([OH:16])=[C:12]([OH:17])[CH:11]=1)[CH2:5][CH2:6][CH3:7].C(=O)([O-])[O-].[K+].[K+].[CH2:25]([O:27][C:28](=[O:31])[C:29]#[CH:30])[CH3:26]. The catalyst is CC(C)=O. The product is [CH3:1][CH2:2][CH2:3][CH:4]([NH:8][C:9]([C:10]1[CH:15]=[CH:14][C:13]2[O:16][CH:30]([CH2:29][C:28]([O:27][CH2:25][CH3:26])=[O:31])[O:17][C:12]=2[CH:11]=1)=[O:18])[CH2:5][CH2:6][CH3:7]. The yield is 0.710. (7) The reactants are [Br:1][C:2]1[CH:18]=[CH:17][C:5]([C:6]([NH:8][NH:9]C(OC(C)(C)C)=O)=[O:7])=[C:4]([CH3:19])[CH:3]=1. The catalyst is Cl.O1CCOCC1. The product is [Br:1][C:2]1[CH:18]=[CH:17][C:5]([C:6]([NH:8][NH2:9])=[O:7])=[C:4]([CH3:19])[CH:3]=1. The yield is 0.720.